Task: Predict the reactants needed to synthesize the given product.. Dataset: Full USPTO retrosynthesis dataset with 1.9M reactions from patents (1976-2016) (1) Given the product [Br:25][C:10]1[NH:11][C:12]2[C:8]([N:9]=1)=[C:7]([N:14]1[CH2:15][CH2:16][O:17][CH2:18][CH2:19]1)[N:6]=[C:5]([CH2:4][CH2:3][O:2][CH3:1])[N:13]=2, predict the reactants needed to synthesize it. The reactants are: [CH3:1][O:2][CH2:3][CH2:4][C:5]1[N:13]=[C:12]2[C:8]([N:9]=[CH:10][NH:11]2)=[C:7]([N:14]2[CH2:19][CH2:18][O:17][CH2:16][CH2:15]2)[N:6]=1.CN(C=O)C.[Br:25]Br. (2) Given the product [F:38][C:39]1[CH:40]=[C:41]([CH2:46][CH2:47][NH:48][C:23]2[N:22]=[C:21]([C:17]3[CH:18]=[CH:19][CH:20]=[C:15]([CH2:14][N:11]4[CH2:12][CH2:13][NH:8][C@@H:9]([CH2:28][C:29]5[C:37]6[C:32](=[CH:33][CH:34]=[CH:35][CH:36]=6)[NH:31][CH:30]=5)[CH2:10]4)[CH:16]=3)[CH:26]=[CH:25][N:24]=2)[CH:42]=[C:43]([F:45])[CH:44]=1, predict the reactants needed to synthesize it. The reactants are: C(OC([N:8]1[CH2:13][CH2:12][N:11]([CH2:14][C:15]2[CH:20]=[CH:19][CH:18]=[C:17]([C:21]3[CH:26]=[CH:25][N:24]=[C:23](Cl)[N:22]=3)[CH:16]=2)[CH2:10][CH:9]1[CH2:28][C:29]1[C:37]2[C:32](=[CH:33][CH:34]=[CH:35][CH:36]=2)[NH:31][CH:30]=1)=O)(C)(C)C.[F:38][C:39]1[CH:40]=[C:41]([CH2:46][CH2:47][NH2:48])[CH:42]=[C:43]([F:45])[CH:44]=1. (3) Given the product [ClH:27].[CH3:1][O:2][C:3]1[CH:4]=[C:5]([CH:8]=[CH:9][C:10]=1[O:11][CH3:12])[CH:6]([NH2:26])[CH3:13], predict the reactants needed to synthesize it. The reactants are: [CH3:1][O:2][C:3]1[CH:4]=[C:5]([CH:8]=[CH:9][C:10]=1[O:11][CH3:12])[CH:6]=O.[CH3:13][Si]([N-][Si](C)(C)C)(C)C.[Li+].C[Mg]Br.[NH4+:26].[Cl-:27].